The task is: Predict the reactants needed to synthesize the given product.. This data is from Full USPTO retrosynthesis dataset with 1.9M reactions from patents (1976-2016). Given the product [CH3:6][C:7]1[C:8]([O:18][CH3:19])=[CH:9][C:10]([C:11]([O:13][CH3:20])=[O:12])=[CH:14][C:15]=1[O:16][CH3:17], predict the reactants needed to synthesize it. The reactants are: S(=O)(=O)(O)O.[CH3:6][C:7]1[C:15]([O:16][CH3:17])=[CH:14][C:10]([C:11]([OH:13])=[O:12])=[CH:9][C:8]=1[O:18][CH3:19].[CH3:20]O.